Dataset: Forward reaction prediction with 1.9M reactions from USPTO patents (1976-2016). Task: Predict the product of the given reaction. (1) The product is: [CH2:27]([O:26][C:24]([N:15]1[C@H:14]([C:12]([N:11]([CH2:34][C:35]2([C:38]([OH:40])=[O:39])[CH2:36][CH2:37]2)[C@@H:4]([C:5]2[CH:6]=[CH:7][CH:8]=[CH:9][CH:10]=2)[CH2:3][O:2][CH3:1])=[O:13])[CH2:23][C:22]2[C:17](=[CH:18][CH:19]=[CH:20][CH:21]=2)[CH2:16]1)=[O:25])[C:28]1[CH:29]=[CH:30][CH:31]=[CH:32][CH:33]=1. Given the reactants [CH3:1][O:2][CH2:3][C@@H:4]([N:11]([CH2:34][C:35]1([C:38]([O:40]C)=[O:39])[CH2:37][CH2:36]1)[C:12]([C@@H:14]1[CH2:23][C:22]2[C:17](=[CH:18][CH:19]=[CH:20][CH:21]=2)[CH2:16][N:15]1[C:24]([O:26][CH2:27][C:28]1[CH:33]=[CH:32][CH:31]=[CH:30][CH:29]=1)=[O:25])=[O:13])[C:5]1[CH:10]=[CH:9][CH:8]=[CH:7][CH:6]=1.[Li+].[OH-].Cl, predict the reaction product. (2) Given the reactants [NH2:1][C@H:2]([C@H:7]([C:9]1[C:17]2[C:12](=[CH:13][CH:14]=[CH:15][CH:16]=2)[NH:11][CH:10]=1)[CH3:8])[C:3]([O:5][CH3:6])=[O:4].[C:18]([N:26]1[CH2:31][CH2:30][CH:29]([C:32](O)=[O:33])[CH2:28][CH2:27]1)(=[O:25])[C:19]1[CH:24]=[CH:23][CH:22]=[CH:21][CH:20]=1.CCN=C=NCCCN(C)C.C1C=CC2N(O)N=NC=2C=1.C(=O)([O-])[O-].[Na+].[Na+], predict the reaction product. The product is: [C:18]([N:26]1[CH2:31][CH2:30][CH:29]([C:32]([NH:1][C@H:2]([C@H:7]([C:9]2[C:17]3[C:12](=[CH:13][CH:14]=[CH:15][CH:16]=3)[NH:11][CH:10]=2)[CH3:8])[C:3]([O:5][CH3:6])=[O:4])=[O:33])[CH2:28][CH2:27]1)(=[O:25])[C:19]1[CH:20]=[CH:21][CH:22]=[CH:23][CH:24]=1. (3) Given the reactants C[O:2][C:3](=[O:40])[CH2:4][C@H:5]1[C:9]2[CH:10]=[CH:11][C:12]([O:14][C@H:15]3[C:23]4[C:18](=[C:19]([O:25][C:26]5[CH:31]=[C:30]([O:32][CH2:33][CH2:34][C:35]([OH:38])([CH3:37])[CH3:36])[CH:29]=[CH:28][C:27]=5[F:39])[CH:20]=[CH:21][C:22]=4[F:24])[CH2:17][CH2:16]3)=[CH:13][C:8]=2[O:7][CH2:6]1.[OH-].[K+], predict the reaction product. The product is: [F:24][C:22]1[CH:21]=[CH:20][C:19]([O:25][C:26]2[CH:31]=[C:30]([O:32][CH2:33][CH2:34][C:35]([OH:38])([CH3:37])[CH3:36])[CH:29]=[CH:28][C:27]=2[F:39])=[C:18]2[C:23]=1[C@H:15]([O:14][C:12]1[CH:11]=[CH:10][C:9]3[C@H:5]([CH2:4][C:3]([OH:40])=[O:2])[CH2:6][O:7][C:8]=3[CH:13]=1)[CH2:16][CH2:17]2. (4) Given the reactants Br[C:2]1[CH:23]=[CH:22][C:5]([C:6]([NH:8][S:9]([C:12]2[CH:17]=[CH:16][CH:15]=[CH:14][C:13]=2[S:18](=[O:21])(=[O:20])[NH2:19])(=[O:11])=[O:10])=[O:7])=[CH:4][C:3]=1[CH3:24].[O:25]1[C:29]2[CH:30]=[CH:31][CH:32]=[CH:33][C:28]=2[CH:27]=[C:26]1B(O)O.C(=O)([O-])[O-].[Na+].[Na+], predict the reaction product. The product is: [O:25]1[C:29]2[CH:30]=[CH:31][CH:32]=[CH:33][C:28]=2[CH:27]=[C:26]1[C:2]1[CH:23]=[CH:22][C:5]([C:6]([NH:8][S:9]([C:12]2[CH:17]=[CH:16][CH:15]=[CH:14][C:13]=2[S:18](=[O:21])(=[O:20])[NH2:19])(=[O:11])=[O:10])=[O:7])=[CH:4][C:3]=1[CH3:24]. (5) Given the reactants [NH2:1][CH:2]1[CH2:7][C@@H:6]([C:8]2[CH:13]=[C:12]([F:14])[CH:11]=[C:10]([F:15])[C:9]=2[F:16])[C@@H:5]([CH3:17])[N:4]([CH2:18][C:19]([F:22])([F:21])[F:20])[C:3]1=[O:23].[CH2:24]([C:30]([OH:32])=[O:31])[C@H:25]([OH:29])[C:26]([OH:28])=[O:27], predict the reaction product. The product is: [OH:29][C@@H:25]([CH2:24][C:30]([OH:32])=[O:31])[C:26]([OH:28])=[O:27].[NH2:1][C@H:2]1[CH2:7][C@@H:6]([C:8]2[CH:13]=[C:12]([F:14])[CH:11]=[C:10]([F:15])[C:9]=2[F:16])[C@@H:5]([CH3:17])[N:4]([CH2:18][C:19]([F:22])([F:21])[F:20])[C:3]1=[O:23]. (6) Given the reactants [CH2:1]([C@@H:5]1[NH:10][CH2:9][C@H:8]([CH2:11][CH2:12][CH3:13])[NH:7][C:6]1=[O:14])[CH:2]([CH3:4])[CH3:3].[Cl:15][C:16]1[CH:21]=[CH:20][C:19]([C:22]2[CH:26]=[C:25]([C:27](O)=[O:28])[O:24][N:23]=2)=[CH:18][CH:17]=1.C([C@@H]1N(C([C@@H]2C[C@H]2C2C=CC=CC=2)=O)C[C@H](CC(C)C)NC1=O)C(C)C, predict the reaction product. The product is: [Cl:15][C:16]1[CH:17]=[CH:18][C:19]([C:22]2[CH:26]=[C:25]([C:27]([N:10]3[CH2:9][C@H:8]([CH2:11][CH2:12][CH3:13])[NH:7][C:6](=[O:14])[C@@H:5]3[CH2:1][CH:2]([CH3:4])[CH3:3])=[O:28])[O:24][N:23]=2)=[CH:20][CH:21]=1. (7) Given the reactants [NH2:1][CH:2]1[CH2:7][CH2:6][N:5]([CH2:8][CH2:9][N:10]2[C:19]3[C:14](=[CH:15][CH:16]=[C:17]([O:20][CH3:21])[CH:18]=3)[N:13]=[CH:12][C:11]2=[O:22])[CH2:4][CH2:3]1.[O:23]=[C:24]1[NH:29][C:28]2[CH:30]=[C:31]([CH:34]=O)[CH:32]=[CH:33][C:27]=2[O:26][CH2:25]1.C([BH3-])#N.[Na+].C(=O)([O-])O.[Na+], predict the reaction product. The product is: [CH3:21][O:20][C:17]1[CH:18]=[C:19]2[C:14]([N:13]=[CH:12][C:11](=[O:22])[N:10]2[CH2:9][CH2:8][N:5]2[CH2:4][CH2:3][CH:2]([NH:1][CH2:34][C:31]3[CH:32]=[CH:33][C:27]4[O:26][CH2:25][C:24](=[O:23])[NH:29][C:28]=4[CH:30]=3)[CH2:7][CH2:6]2)=[CH:15][CH:16]=1.